The task is: Predict the product of the given reaction.. This data is from Forward reaction prediction with 1.9M reactions from USPTO patents (1976-2016). (1) The product is: [CH3:24][O:23][C:20]1[CH:21]=[C:22]2[C:17](=[CH:18][C:19]=1[O:25][CH3:26])[N:16]=[CH:15][CH:14]=[C:13]2[CH2:12][C:7]1[CH:8]=[C:9]2[C:4](=[CH:5][CH:6]=1)[CH:3]=[C:2]([NH2:45])[CH:11]=[CH:10]2. Given the reactants Br[C:2]1[CH:3]=[C:4]2[C:9](=[CH:10][CH:11]=1)[CH:8]=[C:7]([CH2:12][C:13]1[C:22]3[C:17](=[CH:18][C:19]([O:25][CH3:26])=[C:20]([O:23][CH3:24])[CH:21]=3)[N:16]=[CH:15][CH:14]=1)[CH:6]=[CH:5]2.P(C(C)(C)C)(C(C)(C)C)C(C)(C)C.[Li+].C[Si]([N-:45][Si](C)(C)C)(C)C.[OH-].[Na+], predict the reaction product. (2) Given the reactants [Cl:1][C:2]1[CH:7]=[C:6]([CH2:8][C:9]([NH:11][NH2:12])=O)[CH:5]=[CH:4][N:3]=1.Cl[C:14]1[N:15]=[N:16][C:17]([C:20]2[CH:21]=[N:22][CH:23]=[CH:24][CH:25]=2)=[CH:18][CH:19]=1, predict the reaction product. The product is: [Cl:1][C:2]1[CH:7]=[C:6]([CH2:8][C:9]2[N:15]3[N:16]=[C:17]([C:20]4[CH:21]=[N:22][CH:23]=[CH:24][CH:25]=4)[CH:18]=[CH:19][C:14]3=[N:12][N:11]=2)[CH:5]=[CH:4][N:3]=1. (3) Given the reactants [CH2:1]([NH:8][C:9]1[C:14]2=[C:15]([C:18]3[CH:23]=[CH:22][CH:21]=[CH:20][CH:19]=3)[CH:16]=[CH:17][N:13]2[N:12]=[C:11]([C:24]#N)[N:10]=1)[C:2]1[CH:7]=[CH:6][CH:5]=[CH:4][CH:3]=1.C([OH:30])(C)(C)C.CC(C)([O-])C.[K+].[OH2:37], predict the reaction product. The product is: [CH2:1]([NH:8][C:9]1[C:14]2=[C:15]([C:18]3[CH:23]=[CH:22][CH:21]=[CH:20][CH:19]=3)[CH:16]=[CH:17][N:13]2[N:12]=[C:11]([C:24]([OH:30])=[O:37])[N:10]=1)[C:2]1[CH:7]=[CH:6][CH:5]=[CH:4][CH:3]=1. (4) Given the reactants C(OC(=O)[NH:7][CH2:8][CH:9]([CH:26]1[CH2:28][CH2:27]1)[N:10]([CH3:25])[C:11]([C:13]1[N:14]=[C:15]([CH3:24])[S:16][C:17]=1[C:18]1[CH:23]=[CH:22][CH:21]=[CH:20][CH:19]=1)=[O:12])(C)(C)C.[ClH:30].O1CCOCC1, predict the reaction product. The product is: [Cl-:30].[CH:26]1([CH:9]([N:10]([CH3:25])[C:11]([C:13]2[N:14]=[C:15]([CH3:24])[S:16][C:17]=2[C:18]2[CH:23]=[CH:22][CH:21]=[CH:20][CH:19]=2)=[O:12])[CH2:8][NH3+:7])[CH2:28][CH2:27]1.